Dataset: Forward reaction prediction with 1.9M reactions from USPTO patents (1976-2016). Task: Predict the product of the given reaction. (1) Given the reactants [CH3:1][C:2]1[CH:7]=[CH:6][C:5]([C:8](=[O:20])[NH:9][C:10]2[CH:15]=[CH:14][CH:13]=[C:12]([C:16]([F:19])([F:18])[F:17])[CH:11]=2)=[CH:4][C:3]=1[NH:21][C:22]([C:24]1[C:28]2[N:29]=[CH:30][N:31]=[C:32](S(C)=O)[C:27]=2[S:26][CH:25]=1)=[O:23].[CH:36]([NH2:39])([CH3:38])[CH3:37], predict the reaction product. The product is: [CH:36]([NH:39][C:32]1[C:27]2[S:26][CH:25]=[C:24]([C:22]([NH:21][C:3]3[CH:4]=[C:5]([C:8](=[O:20])[NH:9][C:10]4[CH:15]=[CH:14][CH:13]=[C:12]([C:16]([F:19])([F:17])[F:18])[CH:11]=4)[CH:6]=[CH:7][C:2]=3[CH3:1])=[O:23])[C:28]=2[N:29]=[CH:30][N:31]=1)([CH3:38])[CH3:37]. (2) Given the reactants [CH3:1][O:2][C:3](=[O:39])[CH2:4][CH2:5][NH:6][C:7]([C:9]1[S:10][C:11]([C:14]2([CH2:19][O:20][C:21]3[CH:26]=[C:25]([CH3:27])[C:24]([C:28]4[CH:33]=[CH:32][C:31]([C:34]([F:37])([F:36])[F:35])=[CH:30][CH:29]=4)=[C:23]([CH3:38])[CH:22]=3)[CH2:18][CH:17]=[CH:16][CH2:15]2)=[CH:12][CH:13]=1)=[O:8], predict the reaction product. The product is: [CH3:1][O:2][C:3](=[O:39])[CH2:4][CH2:5][NH:6][C:7]([C:9]1[S:10][C:11]([C:14]2([CH2:19][O:20][C:21]3[CH:26]=[C:25]([CH3:27])[C:24]([C:28]4[CH:29]=[CH:30][C:31]([C:34]([F:37])([F:36])[F:35])=[CH:32][CH:33]=4)=[C:23]([CH3:38])[CH:22]=3)[CH2:18][CH2:17][CH2:16][CH2:15]2)=[CH:12][CH:13]=1)=[O:8]. (3) The product is: [C:59]([O:58][C:56]([N:54]([CH3:55])[CH2:53][CH2:52][N:50]([CH3:51])[C:49]([O:48][C:45]1[CH:46]=[C:47]2[C:42]([C@H:41]([CH2:68][Cl:69])[CH2:40][N:39]2[C:37](=[O:38])[CH2:36][CH2:35][CH2:34][C:33]([N:30]2[C:31]3[C:27](=[C:26]4[C:73]([CH3:76])=[CH:74][S:75][C:25]4=[C:24]([O:23][C@@H:6]4[O:7][C@H:8]([C:19]([OH:21])=[O:20])[C@@H:9]([OH:15])[C@H:10]([OH:11])[C@H:5]4[OH:4])[CH:32]=3)[C@H:28]([CH2:71][Cl:72])[CH2:29]2)=[O:70])=[C:43]2[C:66]([CH3:67])=[CH:65][S:64][C:44]=12)=[O:63])=[O:57])([CH3:62])([CH3:61])[CH3:60]. Given the reactants C([O:4][C@@H:5]1[C@@H:10]([O:11]C(=O)C)[C@H:9]([O:15]C(=O)C)[C@@H:8]([C:19]([O:21]C)=[O:20])[O:7][C@H:6]1[O:23][C:24]1[CH:32]=[C:31]2[C:27]([C@H:28]([CH2:71][Cl:72])[CH2:29][N:30]2[C:33](=[O:70])[CH2:34][CH2:35][CH2:36][C:37]([N:39]2[C:47]3[C:42](=[C:43]4[C:66]([CH3:67])=[CH:65][S:64][C:44]4=[C:45]([O:48][C:49](=[O:63])[N:50]([CH2:52][CH2:53][N:54]([C:56]([O:58][C:59]([CH3:62])([CH3:61])[CH3:60])=[O:57])[CH3:55])[CH3:51])[CH:46]=3)[C@H:41]([CH2:68][Cl:69])[CH2:40]2)=[O:38])=[C:26]2[C:73]([CH3:76])=[CH:74][S:75][C:25]=12)(=O)C.O[Li].O.C(O)(=O)C, predict the reaction product. (4) The product is: [C:8]([C:7]1[CH:6]=[CH:5][C:4]([NH:10][C@@H:11]2[CH2:16][CH2:15][CH2:14][CH2:13][C@@H:12]2[NH:17][C:18](=[O:24])[O:19][C:20]([CH3:23])([CH3:22])[CH3:21])=[CH:3][C:2]=1[NH:25][C:26]1[CH:27]=[C:28]([CH3:32])[CH:29]=[CH:30][CH:31]=1)#[N:9]. Given the reactants Br[C:2]1[CH:3]=[C:4]([NH:10][C@@H:11]2[CH2:16][CH2:15][CH2:14][CH2:13][C@@H:12]2[NH:17][C:18](=[O:24])[O:19][C:20]([CH3:23])([CH3:22])[CH3:21])[CH:5]=[CH:6][C:7]=1[C:8]#[N:9].[NH2:25][C:26]1[CH:31]=[CH:30][CH:29]=[C:28]([CH3:32])[CH:27]=1.C1C=CC(P(C2C(C3C(P(C4C=CC=CC=4)C4C=CC=CC=4)=CC=C4C=3C=CC=C4)=C3C(C=CC=C3)=CC=2)C2C=CC=CC=2)=CC=1.C([O-])([O-])=O.[Cs+].[Cs+], predict the reaction product. (5) Given the reactants [NH:1]1[CH2:6][CH2:5][CH:4]([C:7]2[CH:15]=[CH:14][CH:13]=[C:12]3[C:8]=2[CH2:9][C:10](=[O:16])[NH:11]3)[CH2:3][CH2:2]1.[NH:17]1[C:25]2[C:20](=[CH:21][CH:22]=[CH:23][CH:24]=2)[CH:19]=[C:18]1[CH:26]=O, predict the reaction product. The product is: [NH:17]1[C:25]2[C:20](=[CH:21][CH:22]=[CH:23][CH:24]=2)[CH:19]=[C:18]1[CH:26]=[C:9]1[C:8]2[C:12](=[CH:13][CH:14]=[CH:15][C:7]=2[CH:4]2[CH2:3][CH2:2][NH:1][CH2:6][CH2:5]2)[NH:11][C:10]1=[O:16]. (6) The product is: [Cl:1][C:2]([Cl:9])([Cl:8])[CH2:3][O:4][C:5](=[O:6])[NH:35][C:16]1[N:17]([C:19]2[CH:24]=[CH:23][CH:22]=[C:21]([O:25][CH2:26][CH2:27][O:28][CH:29]3[CH2:34][CH2:33][CH2:32][CH2:31][O:30]3)[CH:20]=2)[N:18]=[C:14]([C:10]([CH3:13])([CH3:12])[CH3:11])[CH:15]=1. Given the reactants [Cl:1][C:2]([Cl:9])([Cl:8])[CH2:3][O:4][C:5](Cl)=[O:6].[C:10]([C:14]1[CH:15]=[C:16]([NH2:35])[N:17]([C:19]2[CH:24]=[CH:23][CH:22]=[C:21]([O:25][CH2:26][CH2:27][O:28][CH:29]3[CH2:34][CH2:33][CH2:32][CH2:31][O:30]3)[CH:20]=2)[N:18]=1)([CH3:13])([CH3:12])[CH3:11].ClC(Cl)(Cl)COC(=O)NC1N(C2C=CC=C(SCCO)C=2)N=C(C(C)(C)C)C=1, predict the reaction product. (7) Given the reactants CN([CH:4]=[CH:5][C:6]([C:8]1[CH:13]=[CH:12][C:11]([Br:14])=[CH:10][CH:9]=1)=O)C.[NH:15]([C:19]1[CH:24]=[CH:23][C:22]([S:25]([NH2:28])(=[O:27])=[O:26])=[CH:21][CH:20]=1)[C:16]([NH2:18])=[NH:17].CN1C(=O)CCC1, predict the reaction product. The product is: [Br:14][C:11]1[CH:12]=[CH:13][C:8]([C:6]2[CH:5]=[CH:4][N:18]=[C:16]([NH:15][C:19]3[CH:24]=[CH:23][C:22]([S:25]([NH2:28])(=[O:26])=[O:27])=[CH:21][CH:20]=3)[N:17]=2)=[CH:9][CH:10]=1.